This data is from Catalyst prediction with 721,799 reactions and 888 catalyst types from USPTO. The task is: Predict which catalyst facilitates the given reaction. (1) Reactant: [CH3:1][C:2]1([CH3:31])[CH2:11][CH2:10][C:9]2[N:8]=[CH:7][N:6]=[C:5]([N:12]3[CH2:18][C:17]4[CH:19]=[C:20]([C:23]5[CH:24]=[C:25]([NH2:30])[C:26]([NH2:29])=[N:27][CH:28]=5)[CH:21]=[CH:22][C:16]=4[O:15][CH2:14][CH2:13]3)[C:4]=2[CH2:3]1.C(N(CC)CC)C.[C:39](Cl)(=[O:43])[CH2:40][CH2:41][CH3:42]. Product: [NH2:29][C:26]1[C:25]([NH:30][C:39](=[O:43])[CH2:40][CH2:41][CH3:42])=[CH:24][C:23]([C:20]2[CH:21]=[CH:22][C:16]3[O:15][CH2:14][CH2:13][N:12]([C:5]4[C:4]5[CH2:3][C:2]([CH3:31])([CH3:1])[CH2:11][CH2:10][C:9]=5[N:8]=[CH:7][N:6]=4)[CH2:18][C:17]=3[CH:19]=2)=[CH:28][N:27]=1. The catalyst class is: 7. (2) Reactant: F[P-](F)(F)(F)(F)F.N1(OC(N(C)C)=[N+](C)C)C2N=CC=CC=2N=N1.[O:25]1[CH2:30][CH2:29][N:28]([C:31]2[CH:36]=[C:35]([C:37]3[C:50]4[S:49][C:48]5[C:43](=[CH:44][C:45]([NH:51][CH:52]6[CH2:57][CH2:56][NH:55][CH2:54][CH2:53]6)=[CH:46][CH:47]=5)[S:42][C:41]=4[CH:40]=[CH:39][CH:38]=3)[NH:34][C:33](=[O:58])[CH:32]=2)[CH2:27][CH2:26]1.[OH:59][C:60]([CH3:65])([CH3:64])[C:61](O)=O.C(N(CC)C(C)C)(C)C. Product: [OH:59][C:60]([CH3:65])([CH3:64])[CH2:61][N:55]1[CH2:54][CH2:53][CH:52]([NH:51][C:45]2[CH:44]=[C:43]3[C:48](=[CH:47][CH:46]=2)[S:49][C:50]2[C:37]([C:35]4[NH:34][C:33](=[O:58])[CH:32]=[C:31]([N:28]5[CH2:27][CH2:26][O:25][CH2:30][CH2:29]5)[CH:36]=4)=[CH:38][CH:39]=[CH:40][C:41]=2[S:42]3)[CH2:57][CH2:56]1. The catalyst class is: 42. (3) Reactant: [Cl:1][C:2]1[CH:3]=[C:4]([O:12][C:13]2[CH:20]=[CH:19][C:16]([CH:17]=O)=[CH:15][CH:14]=2)[CH:5]=[C:6]([C:8]([F:11])([F:10])[F:9])[CH:7]=1.[H-].[Na+].[CH2:23]1COCC1. Product: [Cl:1][C:2]1[CH:7]=[C:6]([C:8]([F:11])([F:10])[F:9])[CH:5]=[C:4]([O:12][C:13]2[CH:20]=[CH:19][C:16]([CH:17]=[CH2:23])=[CH:15][CH:14]=2)[CH:3]=1. The catalyst class is: 629.